The task is: Predict the product of the given reaction.. This data is from Forward reaction prediction with 1.9M reactions from USPTO patents (1976-2016). (1) Given the reactants [CH3:1][C:2]1([CH3:20])[C:11]2[C:6](=[CH:7][CH:8]=[C:9]([CH3:12])[CH:10]=2)[NH:5][CH:4]([C:13]2[CH:19]=[CH:18][CH:17]=[CH:16][C:14]=2[NH2:15])[CH2:3]1.N1C=CC=CC=1.[CH3:27][S:28](Cl)(=[O:30])=[O:29], predict the reaction product. The product is: [CH3:1][C:2]1([CH3:20])[C:11]2[C:6](=[CH:7][CH:8]=[C:9]([CH3:12])[CH:10]=2)[NH:5][CH:4]([C:13]2[CH:19]=[CH:18][CH:17]=[CH:16][C:14]=2[NH:15][S:28]([CH3:27])(=[O:30])=[O:29])[CH2:3]1. (2) Given the reactants [CH:1]([C:4]1[C:9]2[N:10]=[C:11]([NH2:13])[S:12][C:8]=2[C:7]([CH3:14])=[C:6]([S:15][C:16]#[N:17])[CH:5]=1)([CH3:3])[CH3:2].Cl[C:19]([O:21][CH3:22])=[O:20].O.CCOC(C)=O, predict the reaction product. The product is: [CH3:22][O:21][C:19]([NH:13][C:11]1[S:12][C:8]2[C:7]([CH3:14])=[C:6]([S:15][C:16]#[N:17])[CH:5]=[C:4]([CH:1]([CH3:3])[CH3:2])[C:9]=2[N:10]=1)=[O:20]. (3) Given the reactants [F:1][C:2]1[CH:7]=[CH:6][C:5]([SH:8])=[CH:4][CH:3]=1.[C:9]1(=[O:13])[O:12][CH2:11][CH2:10]1.[H-].[Na+], predict the reaction product. The product is: [F:1][C:2]1[CH:7]=[CH:6][C:5]([S:8][CH2:11][CH2:10][C:9]([OH:13])=[O:12])=[CH:4][CH:3]=1. (4) Given the reactants Br[CH2:2][C:3]1[CH:4]=[C:5]([CH:10]=[CH:11][C:12]=1[C:13]#[N:14])[C:6]([O:8][CH3:9])=[O:7].[O:15]=[C:16]1[C:25]2[C:20](=[CH:21][CH:22]=[CH:23][CH:24]=2)[C:19]2[CH2:19][C:20]3[C:25]([C:16](OC)=[O:15])=[CH:24][CH:23]=[CH:22][C:21]=3C=2N1, predict the reaction product. The product is: [O:15]=[C:16]1[C:25]2[C:20](=[CH:21][CH:22]=[CH:23][CH:24]=2)[C:19]2[CH2:2][C:3]3[CH:4]=[C:5]([C:6]([O:8][CH3:9])=[O:7])[CH:10]=[CH:11][C:12]=3[C:13]=2[NH:14]1. (5) The product is: [NH2:25][C:2]1[C:3]2[N:4]([C:8]([CH:12]3[CH2:15][CH:14]([N:16]4[CH2:21][CH2:20][N:19]([C:22](=[O:24])[CH3:23])[CH2:18][CH2:17]4)[CH2:13]3)=[N:9][C:10]=2[I:11])[CH:5]=[CH:6][N:7]=1. Given the reactants Cl[C:2]1[C:3]2[N:4]([C:8]([CH:12]3[CH2:15][CH:14]([N:16]4[CH2:21][CH2:20][N:19]([C:22](=[O:24])[CH3:23])[CH2:18][CH2:17]4)[CH2:13]3)=[N:9][C:10]=2[I:11])[CH:5]=[CH:6][N:7]=1.[NH3:25], predict the reaction product.